The task is: Predict the reactants needed to synthesize the given product.. This data is from Full USPTO retrosynthesis dataset with 1.9M reactions from patents (1976-2016). (1) Given the product [C:11]1([CH:9]([O:8][C:4]2[CH:5]=[N:6][CH:7]=[C:2]([N:17]3[CH2:22][CH2:21][NH:20][CH2:19][CH2:18]3)[N:3]=2)[CH3:10])[CH:16]=[CH:15][CH:14]=[CH:13][CH:12]=1, predict the reactants needed to synthesize it. The reactants are: Cl[C:2]1[CH:7]=[N:6][CH:5]=[C:4]([O:8][CH:9]([C:11]2[CH:16]=[CH:15][CH:14]=[CH:13][CH:12]=2)[CH3:10])[N:3]=1.[NH:17]1[CH2:22][CH2:21][NH:20][CH2:19][CH2:18]1.C([O-])([O-])=O.[K+].[K+]. (2) Given the product [CH2:25]([O:32][C:33](=[O:39])[C@@H:34]1[CH2:38][CH2:37][CH2:36][N:35]1[C:12](=[O:14])[CH2:11][CH2:10][C:9](=[O:15])[C@@H:8]([NH:16][C:17]([O:19][C:20]([CH3:23])([CH3:22])[CH3:21])=[O:18])[CH2:7][C:1]1[CH:2]=[CH:3][CH:4]=[CH:5][CH:6]=1)[C:26]1[CH:27]=[CH:28][CH:29]=[CH:30][CH:31]=1, predict the reactants needed to synthesize it. The reactants are: [C:1]1([CH2:7][C@H:8]([NH:16][C:17]([O:19][C:20]([CH3:23])([CH3:22])[CH3:21])=[O:18])[C:9](=[O:15])[CH2:10][CH2:11][C:12]([OH:14])=O)[CH:6]=[CH:5][CH:4]=[CH:3][CH:2]=1.Cl.[CH2:25]([O:32][C:33](=[O:39])[C@@H:34]1[CH2:38][CH2:37][CH2:36][NH:35]1)[C:26]1[CH:31]=[CH:30][CH:29]=[CH:28][CH:27]=1.O.ON1C2C=CC=CC=2N=N1.Cl.C(N=C=NCCCN(C)C)C.CCN(C(C)C)C(C)C. (3) Given the product [Cl:35][C:19]1[C:20]([C@H:27]([O:33][CH3:34])[C@@H:28]2[CH2:32][CH2:31][O:30][CH2:29]2)=[CH:21][C:22]([CH3:26])=[C:23]2[C:18]=1[C:17](=[O:36])[N:16]([CH2:15][C:14]1[C:9](=[O:8])[NH:10][C:11]([CH3:39])=[CH:12][C:13]=1[O:37][CH3:38])[CH2:25][CH2:24]2, predict the reactants needed to synthesize it. The reactants are: C([O:8][C:9]1[C:14]([CH2:15][N:16]2[CH2:25][CH2:24][C:23]3[C:18](=[C:19]([Cl:35])[C:20]([CH:27]([O:33][CH3:34])[CH:28]4[CH2:32][CH2:31][O:30][CH2:29]4)=[CH:21][C:22]=3[CH3:26])[C:17]2=[O:36])=[C:13]([O:37][CH3:38])[CH:12]=[C:11]([CH3:39])[N:10]=1)C1C=CC=CC=1.C(O)(C(F)(F)F)=O. (4) Given the product [CH3:21][S:22]([O:1][N:2]=[C:3]([C:12]#[N:13])[C:4]1[CH:9]=[CH:8][C:7]([O:10][CH3:11])=[CH:6][CH:5]=1)(=[O:24])=[O:23], predict the reactants needed to synthesize it. The reactants are: [OH:1][N:2]=[C:3]([C:12]#[N:13])[C:4]1[CH:9]=[CH:8][C:7]([O:10][CH3:11])=[CH:6][CH:5]=1.C(N(CC)CC)C.[CH3:21][S:22](Cl)(=[O:24])=[O:23]. (5) Given the product [Cl:19][C:13]1[CH:14]=[CH:15][C:16]([Cl:18])=[CH:17][C:12]=1[CH:10]([O:9][C:4]1[C:5]([NH2:8])=[N:6][CH:7]=[C:2]([C:21]2[CH:26]=[CH:25][C:24]([P:31]([CH3:32])([CH3:30])=[O:33])=[CH:23][CH:22]=2)[CH:3]=1)[CH3:11], predict the reactants needed to synthesize it. The reactants are: Br[C:2]1[CH:3]=[C:4]([O:9][CH:10]([C:12]2[CH:17]=[C:16]([Cl:18])[CH:15]=[CH:14][C:13]=2[Cl:19])[CH3:11])[C:5]([NH2:8])=[N:6][CH:7]=1.Br[C:21]1[CH:26]=[CH:25][C:24](B(O)O)=[CH:23][CH:22]=1.[CH3:30][PH:31](=[O:33])[CH3:32]. (6) Given the product [CH:1]1([CH2:7][O:8][CH:19]=[CH:18][C:17]([O:21][C:22]([CH3:25])([CH3:24])[CH3:23])=[O:20])[CH2:6][CH2:5][CH2:4][CH2:3][CH2:2]1, predict the reactants needed to synthesize it. The reactants are: [CH:1]1([CH2:7][OH:8])[CH2:6][CH2:5][CH2:4][CH2:3][CH2:2]1.C1N2CCN(CC2)C1.[C:17]([O:21][C:22]([CH3:25])([CH3:24])[CH3:23])(=[O:20])[C:18]#[CH:19].